Dataset: Catalyst prediction with 721,799 reactions and 888 catalyst types from USPTO. Task: Predict which catalyst facilitates the given reaction. Reactant: [CH2:1]([O:3][C:4](=[O:21])[C:5](=[CH:17]OCC)[C:6](=[O:16])[C:7]1[C:8]([Cl:15])=[N:9][C:10]([Cl:14])=[C:11]([F:13])[CH:12]=1)[CH3:2].[CH2:22]([CH2:24][NH2:25])[OH:23]. Product: [Cl:15][C:8]1[N:9]=[C:10]([Cl:14])[C:11]([F:13])=[CH:12][C:7]=1[C:6](/[C:5](=[CH:17]/[NH:25][CH2:24][CH2:22][OH:23])/[C:4]([O:3][CH2:1][CH3:2])=[O:21])=[O:16]. The catalyst class is: 28.